This data is from Forward reaction prediction with 1.9M reactions from USPTO patents (1976-2016). The task is: Predict the product of the given reaction. (1) Given the reactants [NH2:1][C:2]1[N:6]([C:7]2[CH:12]=[CH:11][C:10]([F:13])=[CH:9][CH:8]=2)[N:5]=[CH:4][C:3]=1[C:14]([NH:16][CH2:17][C:18]1([C:21]([F:24])([F:23])[F:22])[CH2:20][O:19]1)=[O:15].[CH2:25]([NH2:27])[CH3:26], predict the reaction product. The product is: [NH2:1][C:2]1[N:6]([C:7]2[CH:8]=[CH:9][C:10]([F:13])=[CH:11][CH:12]=2)[N:5]=[CH:4][C:3]=1[C:14]([NH:16][CH2:17][C:18]([CH2:20][NH:27][CH2:25][CH3:26])([OH:19])[C:21]([F:24])([F:22])[F:23])=[O:15]. (2) Given the reactants [Cl:1][C:2]1[N:7]=[C:6](I)[N:5]=[C:4]([N:9]2[CH2:15][CH:14]3[O:16][CH:11]([CH2:12][CH2:13]3)[CH2:10]2)[CH:3]=1.CC1(C)C(C)(C)OB([C:25]2[CH:30]=[CH:29][C:28]([N+:31]([O-:33])=[O:32])=[CH:27][CH:26]=2)O1.C([O-])([O-])=O.[Na+].[Na+], predict the reaction product. The product is: [Cl:1][C:2]1[N:7]=[C:6]([C:25]2[CH:30]=[CH:29][C:28]([N+:31]([O-:33])=[O:32])=[CH:27][CH:26]=2)[N:5]=[C:4]([N:9]2[CH2:15][CH:14]3[O:16][CH:11]([CH2:12][CH2:13]3)[CH2:10]2)[CH:3]=1. (3) Given the reactants [OH:1][CH2:2][C:3]([CH3:7])([CH2:5][OH:6])[CH3:4].C1(C=CC(O)=CC=1)O.C[O-].[Na+].[C:19](OC)(=[O:23])[C:20]([CH3:22])=[CH2:21], predict the reaction product. The product is: [C:19]([O:1][CH2:2][C:3]([CH3:7])([CH3:4])[CH2:5][OH:6])(=[O:23])[C:20]([CH3:22])=[CH2:21]. (4) Given the reactants CC(C(OC)=O)=C.S1[C:12]2[CH:13]=[CH:14][CH:15]=C[C:11]=2[C:10](=O)N1.C([C:20]1[CH:25]=[CH:24][C:23]([S:26]([O-:29])(=[O:28])=[O:27])=[CH:22][CH:21]=1)=C.[Na+:30].FC(F)(S([O-])(=O)=O)C(F)(F)C(F)(F)C(F)(F)C(F)(F)C(F)(F)C(F)(F)C(F)(F)F.[K+].[OH-].[Na+], predict the reaction product. The product is: [CH2:23]([S:26]([O:29][Na:30])(=[O:27])=[O:28])[CH2:24][CH2:25][CH2:20][CH2:21][CH2:22][CH2:10][CH2:11][CH2:12][CH2:13][CH2:14][CH3:15]. (5) Given the reactants [F:1][C:2]1[CH:3]=[C:4]([C@@H:9]2[CH2:14][S:13][CH2:12][C:11](=[O:15])[N:10]2[CH2:16][C:17]([O:19][CH2:20][C:21]2[CH:26]=[CH:25][CH:24]=[CH:23][CH:22]=2)=[O:18])[CH:5]=[C:6]([F:8])[CH:7]=1.C[OH:28], predict the reaction product. The product is: [F:1][C:2]1[CH:3]=[C:4]([C@@H:9]2[CH2:14][S:13](=[O:28])[CH2:12][C:11](=[O:15])[N:10]2[CH2:16][C:17]([O:19][CH2:20][C:21]2[CH:26]=[CH:25][CH:24]=[CH:23][CH:22]=2)=[O:18])[CH:5]=[C:6]([F:8])[CH:7]=1. (6) The product is: [NH2:11][C:10]1[C:5]([C:3]([OH:2])=[O:4])=[N:6][C:7]([C:24]2[CH:23]=[N:22][N:21]([CH3:20])[CH:25]=2)=[C:8]([C:12]([F:15])([F:14])[F:13])[CH:9]=1. Given the reactants C[O:2][C:3]([C:5]1[C:10]([NH2:11])=[CH:9][C:8]([C:12]([F:15])([F:14])[F:13])=[C:7](Br)[N:6]=1)=[O:4].C(Cl)Cl.[CH3:20][N:21]1[CH:25]=[C:24](B2OC(C)(C)C(C)(C)O2)[CH:23]=[N:22]1.C([O-])([O-])=O.[Cs+].[Cs+].[OH-].[Na+], predict the reaction product.